Dataset: Reaction yield outcomes from USPTO patents with 853,638 reactions. Task: Predict the reaction yield, written as a fraction of the theoretical maximum amount of product (1.0 means a 100% yield; for example, 0.34 means a 34% yield). The reactants are N[C:2]1[CH:7]=[CH:6][C:5]([N:8]([C:13]2[C:32]([CH:33]3[CH2:35][CH2:34]3)=[CH:31][C:16]3[C:17]([C:27]([NH:29][CH3:30])=[O:28])=[C:18]([C:20]4[CH:25]=[CH:24][C:23]([F:26])=[CH:22][CH:21]=4)[O:19][C:15]=3[CH:14]=2)[S:9]([CH3:12])(=[O:11])=[O:10])=[CH:4][C:3]=1[F:36].N([O-])=O.[Na+].[BrH:41]. The catalyst is C(#N)C. The product is [Br:41][C:2]1[CH:7]=[CH:6][C:5]([N:8]([C:13]2[C:32]([CH:33]3[CH2:35][CH2:34]3)=[CH:31][C:16]3[C:17]([C:27]([NH:29][CH3:30])=[O:28])=[C:18]([C:20]4[CH:25]=[CH:24][C:23]([F:26])=[CH:22][CH:21]=4)[O:19][C:15]=3[CH:14]=2)[S:9]([CH3:12])(=[O:11])=[O:10])=[CH:4][C:3]=1[F:36]. The yield is 0.610.